Dataset: Full USPTO retrosynthesis dataset with 1.9M reactions from patents (1976-2016). Task: Predict the reactants needed to synthesize the given product. (1) Given the product [C:1]1([CH:7]([C:26]2[CH:31]=[CH:30][CH:29]=[CH:28][CH:27]=2)[N:8]2[CH2:13][CH2:12][CH:11]([CH2:14][CH2:15][CH2:16][NH2:17])[CH2:10][CH2:9]2)[CH:2]=[CH:3][CH:4]=[CH:5][CH:6]=1, predict the reactants needed to synthesize it. The reactants are: [C:1]1([CH:7]([C:26]2[CH:31]=[CH:30][CH:29]=[CH:28][CH:27]=2)[N:8]2[CH2:13][CH2:12][CH:11]([CH2:14][CH2:15][CH2:16][N:17]3C=C4C(C=CC=C4)=C3)[CH2:10][CH2:9]2)[CH:6]=[CH:5][CH:4]=[CH:3][CH:2]=1.O.NN. (2) Given the product [CH3:29][C:27]1[CH:26]=[C:25]([NH:30][C:31]2[CH:36]=[C:35]([C:37]([F:40])([F:38])[F:39])[CH:34]=[CH:33][N:32]=2)[N:24]=[C:23]([N:21]2[CH:22]=[C:18]([C:2]3([OH:1])[CH2:3][CH2:4][NH:5][CH2:6][CH2:7]3)[N:19]=[CH:20]2)[CH:28]=1, predict the reactants needed to synthesize it. The reactants are: [OH:1][C:2]1([C:18]2[N:19]=[CH:20][N:21]([C:23]3[CH:28]=[C:27]([CH3:29])[CH:26]=[C:25]([NH:30][C:31]4[CH:36]=[C:35]([C:37]([F:40])([F:39])[F:38])[CH:34]=[CH:33][N:32]=4)[N:24]=3)[CH:22]=2)[CH2:7][CH2:6][N:5](C(OCC2C=CC=CC=2)=O)[CH2:4][CH2:3]1.[H][H]. (3) Given the product [CH2:1]([N:3]1[C:7]([C:8]2[CH:9]=[N:10][CH:11]=[CH:12][CH:13]=2)=[N:6][N:5]=[C:4]1[S:14]([CH2:15][C:16]([NH:18][C:19]1[CH:24]=[CH:23][C:22]([CH:25]([CH3:26])[CH3:27])=[CH:21][CH:20]=1)=[O:17])(=[O:29])=[O:28])[CH3:2], predict the reactants needed to synthesize it. The reactants are: [CH2:1]([N:3]1[C:7]([C:8]2[CH:9]=[N:10][CH:11]=[CH:12][CH:13]=2)=[N:6][N:5]=[C:4]1[S:14][CH2:15][C:16]([NH:18][C:19]1[CH:24]=[CH:23][C:22]([CH:25]([CH3:27])[CH3:26])=[CH:21][CH:20]=1)=[O:17])[CH3:2].[OH2:28].[OH:29]OS([O-])=O.[K+]. (4) Given the product [Cl:37][C:34]([Cl:35])([Cl:36])[C:33]([N:30]1[CH2:29][CH2:28][N:27]([C:18]2[CH:19]=[C:20]([S:23]([N:8]3[C:9]4[C:5](=[CH:4][CH:3]=[C:2]([F:1])[CH:10]=4)[CH:6]=[CH:7]3)(=[O:24])=[O:25])[CH:21]=[CH:22][C:17]=2[O:16][CH2:15][C:14]([F:13])([F:42])[CH:39]([F:41])[F:40])[CH2:32][CH2:31]1)=[O:38], predict the reactants needed to synthesize it. The reactants are: [F:1][C:2]1[CH:10]=[C:9]2[C:5]([CH:6]=[CH:7][NH:8]2)=[CH:4][CH:3]=1.[H-].[Na+].[F:13][C:14]([F:42])([CH:39]([F:41])[F:40])[CH2:15][O:16][C:17]1[CH:22]=[CH:21][C:20]([S:23](Cl)(=[O:25])=[O:24])=[CH:19][C:18]=1[N:27]1[CH2:32][CH2:31][N:30]([C:33](=[O:38])[C:34]([Cl:37])([Cl:36])[Cl:35])[CH2:29][CH2:28]1. (5) Given the product [N:25]1[CH:26]=[CH:27][C:22]([CH:9]([C:6]2[CH:7]=[N:8][C:3]([C:2]([F:12])([F:1])[F:13])=[CH:4][CH:5]=2)[C:10]#[N:11])=[CH:23][CH:24]=1, predict the reactants needed to synthesize it. The reactants are: [F:1][C:2]([F:13])([F:12])[C:3]1[N:8]=[CH:7][C:6]([CH2:9][C:10]#[N:11])=[CH:5][CH:4]=1.CC([O-])(C)C.[K+].Cl.Br[C:22]1[CH:27]=[CH:26][N:25]=[CH:24][CH:23]=1.[NH4+].[Cl-]. (6) Given the product [CH3:1][O:2][C:3]1[CH:4]=[C:5]2[C:10](=[CH:11][C:12]=1[O:13][CH3:14])[N:9]=[CH:8][CH:7]=[C:6]2[O:15][C:16]1[CH:22]=[CH:21][C:19]([NH:20][C:40](=[O:42])[O:58][CH:56]([C:55]2[CH:59]=[CH:60][CH:61]=[C:53]([N:52]([CH3:51])[CH3:62])[CH:54]=2)[CH3:57])=[C:18]([CH3:23])[C:17]=1[CH3:24], predict the reactants needed to synthesize it. The reactants are: [CH3:1][O:2][C:3]1[CH:4]=[C:5]2[C:10](=[CH:11][C:12]=1[O:13][CH3:14])[N:9]=[CH:8][CH:7]=[C:6]2[O:15][C:16]1[CH:22]=[CH:21][C:19]([NH2:20])=[C:18]([CH3:23])[C:17]=1[CH3:24].C1(C)C=CC=CC=1.C(N(CC)CC)C.Cl[C:40](Cl)([O:42]C(=O)OC(Cl)(Cl)Cl)Cl.[CH3:51][N:52]([CH3:62])[C:53]1[CH:54]=[C:55]([CH:59]=[CH:60][CH:61]=1)[CH:56]([OH:58])[CH3:57]. (7) Given the product [Br:1][C:2]1[CH:3]=[C:4]2[C:10]([CH:11]([O:12][CH2:13][CH3:14])[O:15][CH2:16][CH3:17])=[N:9][N:8]([C:23]([O:22][C:19]([CH3:21])([CH3:20])[CH3:18])=[O:24])[C:5]2=[CH:6][N:7]=1, predict the reactants needed to synthesize it. The reactants are: [Br:1][C:2]1[CH:3]=[C:4]2[C:10]([CH:11]([O:15][CH2:16][CH3:17])[O:12][CH2:13][CH3:14])=[N:9][NH:8][C:5]2=[CH:6][N:7]=1.[CH3:18][C:19]([O:22][C:23](O[C:23]([O:22][C:19]([CH3:21])([CH3:20])[CH3:18])=[O:24])=[O:24])([CH3:21])[CH3:20].CCOC(C)=O.